Dataset: M1 muscarinic receptor antagonist screen with 61,756 compounds. Task: Binary Classification. Given a drug SMILES string, predict its activity (active/inactive) in a high-throughput screening assay against a specified biological target. (1) The molecule is O=c1n(c(cc(c1C#N)C)C)c1ccc(cc1)C. The result is 0 (inactive). (2) The drug is s1c(C(=O)N(Cc2cc3c([nH]c2=O)cc2OCOc2c3)CCOC)ccc1. The result is 0 (inactive). (3) The molecule is Fc1c(Cn2c(nc3n(c(=O)n(c(=O)c23)C)C)CN2CCN(CC2)C(=O)c2occc2)cccc1. The result is 0 (inactive). (4) The compound is Clc1cc2n(c(=O)cc(SCC(OCC)=O)c2cc1)C. The result is 0 (inactive). (5) The molecule is S(CCOc1ccccc1)c1oc2c(n1)cccc2. The result is 0 (inactive). (6) The compound is O=C1N(C(\C(C1=O)=C(/O)c1ccc(OC(C)C)cc1)c1ccncc1)CCCOC. The result is 0 (inactive).